From a dataset of Catalyst prediction with 721,799 reactions and 888 catalyst types from USPTO. Predict which catalyst facilitates the given reaction. (1) Reactant: Br[C:2]1[CH:7]=[CH:6][N:5]=[C:4]([F:8])[C:3]=1[CH:9]=[O:10].C([Sn](CCCC)(CCCC)[C:16]1[N:17]=[CH:18][N:19]([C:21]([C:34]2[CH:39]=[CH:38][CH:37]=[CH:36][CH:35]=2)([C:28]2[CH:33]=[CH:32][CH:31]=[CH:30][CH:29]=2)[C:22]2[CH:27]=[CH:26][CH:25]=[CH:24][CH:23]=2)[CH:20]=1)CCC. Product: [F:8][C:4]1[C:3]([CH:9]=[O:10])=[C:2]([C:16]2[N:17]=[CH:18][N:19]([C:21]([C:22]3[CH:27]=[CH:26][CH:25]=[CH:24][CH:23]=3)([C:34]3[CH:35]=[CH:36][CH:37]=[CH:38][CH:39]=3)[C:28]3[CH:29]=[CH:30][CH:31]=[CH:32][CH:33]=3)[CH:20]=2)[CH:7]=[CH:6][N:5]=1. The catalyst class is: 47. (2) Reactant: CSC.[F:4][C:5]1[CH:10]=[CH:9][C:8]([Mg]Br)=[CH:7][CH:6]=1.[C:13]1([C@@H:19]2[CH2:23][O:22][C:21](=[O:24])[N:20]2[C:25](=[O:34])/[CH:26]=[CH:27]/[CH:28]2[CH2:33][CH2:32][O:31][CH2:30][CH2:29]2)[CH:18]=[CH:17][CH:16]=[CH:15][CH:14]=1. Product: [F:4][C:5]1[CH:10]=[CH:9][C:8]([C@@H:27]([CH:28]2[CH2:33][CH2:32][O:31][CH2:30][CH2:29]2)[CH2:26][C:25]([N:20]2[C@H:19]([C:13]3[CH:18]=[CH:17][CH:16]=[CH:15][CH:14]=3)[CH2:23][O:22][C:21]2=[O:24])=[O:34])=[CH:7][CH:6]=1. The catalyst class is: 1. (3) The catalyst class is: 1. Product: [Cl:8][C:4]1[CH:3]=[C:2]([NH:1][C:9](=[O:10])[O:11][C:12]([CH3:15])([CH3:14])[CH3:13])[CH:7]=[CH:6][N:5]=1. Reactant: [NH2:1][C:2]1[CH:7]=[CH:6][N:5]=[C:4]([Cl:8])[CH:3]=1.[C:9](O[C:9]([O:11][C:12]([CH3:15])([CH3:14])[CH3:13])=[O:10])([O:11][C:12]([CH3:15])([CH3:14])[CH3:13])=[O:10].C[Si]([N-][Si](C)(C)C)(C)C.[Li+]. (4) Reactant: [NH2:1][C:2]1[N:7]=[CH:6][C:5]([C:8]#[CH:9])=[CH:4][N:3]=1.Br[C:11]1[S:15][C:14]([C:16]([NH:18][C:19]2[CH:24]=[C:23]([C:25]([F:28])([F:27])[F:26])[CH:22]=[CH:21][C:20]=2[F:29])=[O:17])=[CH:13][CH:12]=1. The catalyst class is: 555. Product: [NH2:1][C:2]1[N:7]=[CH:6][C:5]([C:8]#[C:9][C:11]2[S:15][C:14]([C:16]([NH:18][C:19]3[CH:24]=[C:23]([C:25]([F:28])([F:26])[F:27])[CH:22]=[CH:21][C:20]=3[F:29])=[O:17])=[CH:13][CH:12]=2)=[CH:4][N:3]=1.